This data is from Forward reaction prediction with 1.9M reactions from USPTO patents (1976-2016). The task is: Predict the product of the given reaction. (1) Given the reactants [F:1][C:2]1[CH:9]=[CH:8][CH:7]=[C:6]([OH:10])[C:3]=1[CH:4]=[O:5].I[CH:12]([CH3:14])[CH3:13].C([O-])([O-])=O.[K+].[K+].C([O-])([O-])=O.[Cs+].[Cs+], predict the reaction product. The product is: [F:1][C:2]1[CH:9]=[CH:8][CH:7]=[C:6]([O:10][CH:12]([CH3:14])[CH3:13])[C:3]=1[CH:4]=[O:5]. (2) The product is: [C:1]1([C:10]2[C:9]([OH:11])=[N:7][C:2]3[C:1]([N:8]=2)=[CH:6][CH:5]=[CH:4][CH:3]=3)[CH:6]=[CH:5][CH:4]=[CH:3][CH:2]=1. Given the reactants [C:1]1([NH2:8])[CH:6]=[CH:5][CH:4]=[CH:3][C:2]=1[NH2:7].[CH2:9]([OH:11])[CH3:10], predict the reaction product. (3) Given the reactants [Cl:1][C:2]1[CH:7]=[CH:6][C:5]([C:8]2[N:12]3[CH:13]=[C:14]([C:17]4[CH:39]=[CH:38][C:20]([C:21]([N:23]5[CH2:28][CH2:27][C:26]([NH:30]C(=O)OC(C)(C)C)([CH3:29])[CH2:25][CH2:24]5)=[O:22])=[CH:19][CH:18]=4)[CH:15]=[CH:16][C:11]3=[N:10][CH:9]=2)=[CH:4][CH:3]=1.C(O)(C(F)(F)F)=O, predict the reaction product. The product is: [NH2:30][C:26]1([CH3:29])[CH2:25][CH2:24][N:23]([C:21]([C:20]2[CH:38]=[CH:39][C:17]([C:14]3[CH:15]=[CH:16][C:11]4[N:12]([C:8]([C:5]5[CH:4]=[CH:3][C:2]([Cl:1])=[CH:7][CH:6]=5)=[CH:9][N:10]=4)[CH:13]=3)=[CH:18][CH:19]=2)=[O:22])[CH2:28][CH2:27]1. (4) The product is: [C:1]1([CH:7]2[O:11][N:10]=[C:9]([C:12]([OH:14])=[O:13])[CH2:8]2)[CH:2]=[CH:3][CH:4]=[CH:5][CH:6]=1. Given the reactants [C:1]1([CH:7]2[O:11][N:10]=[C:9]([C:12]([O:14]CC)=[O:13])[CH2:8]2)[CH:6]=[CH:5][CH:4]=[CH:3][CH:2]=1, predict the reaction product. (5) Given the reactants [NH2:1][CH:2]([C:11]1[C:16]([O:17][CH3:18])=[CH:15][CH:14]=[CH:13][C:12]=1[O:19][CH3:20])[CH2:3][CH2:4][CH2:5][CH2:6][C:7]([O:9]C)=O.[N:21]1([C:26]2[CH:27]=[C:28]([CH:31]=[CH:32][N:33]=2)[CH:29]=O)[CH:25]=[CH:24][CH:23]=[N:22]1, predict the reaction product. The product is: [N:21]1([C:26]2[CH:27]=[C:28]([CH2:29][N:1]3[CH:2]([C:11]4[C:16]([O:17][CH3:18])=[CH:15][CH:14]=[CH:13][C:12]=4[O:19][CH3:20])[CH2:3][CH2:4][CH2:5][CH2:6][C:7]3=[O:9])[CH:31]=[CH:32][N:33]=2)[CH:25]=[CH:24][CH:23]=[N:22]1.